From a dataset of Forward reaction prediction with 1.9M reactions from USPTO patents (1976-2016). Predict the product of the given reaction. (1) Given the reactants Br[C:2]1[C:3]([CH2:8][CH:9]2[CH2:14][O:13][C:12]3[CH:15]=[C:16]4[C:21]5([C:29]6[C:24](=[CH:25][CH:26]=[CH:27][CH:28]=6)[CH2:23][C:22]5=[O:30])[CH2:20][O:19][C:17]4=[CH:18][C:11]=3[O:10]2)=[N:4][CH:5]=[CH:6][CH:7]=1.[C-:31]#[N:32].[Na+].O, predict the reaction product. The product is: [O:30]=[C:22]1[CH2:23][C:24]2[C:29](=[CH:28][CH:27]=[CH:26][CH:25]=2)[C:21]21[C:16]1[C:17](=[CH:18][C:11]3[O:10][CH:9]([CH2:8][C:3]4[C:2]([C:31]#[N:32])=[CH:7][CH:6]=[CH:5][N:4]=4)[CH2:14][O:13][C:12]=3[CH:15]=1)[O:19][CH2:20]2. (2) The product is: [C:60]([O:59][P:53]([O:24][CH2:23][C@@H:22]([N:18]1[C:19]2[C:14](=[CH:13][C:12]([C:9]3[CH:10]=[N:11][C:6]([NH:5][C:4]([NH:3][CH2:1][CH3:2])=[O:44])=[CH:7][C:8]=3[C:35]3[S:36][CH:37]=[C:38]([C:40]([F:41])([F:42])[F:43])[N:39]=3)=[CH:21][CH:20]=2)[C:15](=[O:34])[C:16]([C:29]([O:31][CH2:32][CH3:33])=[O:30])=[CH:17]1)[C:25]([CH3:28])([CH3:26])[CH3:27])([O:54][C:55]([CH3:56])([CH3:57])[CH3:58])=[O:69])([CH3:61])([CH3:62])[CH3:63]. Given the reactants [CH2:1]([NH:3][C:4](=[O:44])[NH:5][C:6]1[N:11]=[CH:10][C:9]([C:12]2[CH:13]=[C:14]3[C:19](=[CH:20][CH:21]=2)[N:18]([C@@H:22]([C:25]([CH3:28])([CH3:27])[CH3:26])[CH2:23][OH:24])[CH:17]=[C:16]([C:29]([O:31][CH2:32][CH3:33])=[O:30])[C:15]3=[O:34])=[C:8]([C:35]2[S:36][CH:37]=[C:38]([C:40]([F:43])([F:42])[F:41])[N:39]=2)[CH:7]=1)[CH3:2].N1C=NN=N1.C(N(CC)[P:53]([O:59][C:60]([CH3:63])([CH3:62])[CH3:61])[O:54][C:55]([CH3:58])([CH3:57])[CH3:56])C.OO.S(S([O-])=O)([O-])(=O)=[O:69].[Na+].[Na+], predict the reaction product. (3) Given the reactants [CH2:1]([Li])CCC.[NH2:6][C:7]1(C)C=CC=[CH:9][NH:8]1.C[Si](C)(C)N[Si](C)(C)C.[C:23](=[O:28])(SC)[S:24]C.O1[CH2:33][CH2:32][CH2:31][CH2:30]1, predict the reaction product. The product is: [CH3:1][O:24][C:23](=[S:28])[NH:6][C:7]1[C:31]([CH3:30])=[CH:32][CH:33]=[CH:9][N:8]=1. (4) Given the reactants Cl.Cl.C1(NC(C2C3C=C(C4C([Cl:24])=CN=C(NCCC5CCN(C)CC5)N=4)SC=3C=CC=2)=O)CC1.[CH:35]1([NH:38][C:39]([C:41]2[C:49]3[CH:48]=[C:47]([C:50]4[C:55]([Cl:56])=[CH:54][N:53]=[C:52]([NH:57][CH2:58][CH2:59][CH2:60][CH:61]5[CH2:66][CH2:65][CH2:64][N:63]([CH3:67])[CH2:62]5)[N:51]=4)[S:46][C:45]=3[CH:44]=[CH:43][CH:42]=2)=[O:40])[CH2:37][CH2:36]1, predict the reaction product. The product is: [ClH:24].[ClH:56].[CH:35]1([NH:38][C:39]([C:41]2[C:49]3[CH:48]=[C:47]([C:50]4[C:55]([Cl:56])=[CH:54][N:53]=[C:52]([NH:57][CH2:58][CH2:59][CH2:60][CH:61]5[CH2:66][CH2:65][CH2:64][N:63]([CH3:67])[CH2:62]5)[N:51]=4)[S:46][C:45]=3[CH:44]=[CH:43][CH:42]=2)=[O:40])[CH2:36][CH2:37]1. (5) Given the reactants [Br:1][C:2]1[CH:3]=[CH:4][C:5](I)=[N:6][CH:7]=1.[N+:9]([C:12]1[CH:18]=[CH:17][CH:16]=[CH:15][C:13]=1[NH2:14])([O-:11])=[O:10].C(=O)([O-])[O-].[Cs+].[Cs+].C(N(CC)CC)C.C1C=CC(P(C2C(C3C(P(C4C=CC=CC=4)C4C=CC=CC=4)=CC=C4C=3C=CC=C4)=C3C(C=CC=C3)=CC=2)C2C=CC=CC=2)=CC=1, predict the reaction product. The product is: [Br:1][C:2]1[CH:3]=[CH:4][C:5]([NH:14][C:13]2[CH:15]=[CH:16][CH:17]=[CH:18][C:12]=2[N+:9]([O-:11])=[O:10])=[N:6][CH:7]=1. (6) Given the reactants Cl[C:2]1[C:7]([F:8])=[C:6]([Cl:9])[N:5]=[C:4]([CH3:10])[N:3]=1.Cl.Cl.[CH3:13][N:14]1[CH2:19][CH2:18][NH:17][CH2:16][C@H:15]1[CH3:20].C(N(CC)CC)C.CO, predict the reaction product. The product is: [Cl:9][C:6]1[C:7]([F:8])=[C:2]([N:17]2[CH2:18][CH2:19][N:14]([CH3:13])[C@H:15]([CH3:20])[CH2:16]2)[N:3]=[C:4]([CH3:10])[N:5]=1. (7) Given the reactants C(O[BH-](OC(=O)C)OC(=O)C)(=O)C.[Na+].[OH:15][C:16]1[CH:17]=[C:18]([CH:21]=[CH:22][CH:23]=1)[CH:19]=O.[NH2:24][C:25]1[CH:26]=[N:27][CH:28]=[C:29]([Br:31])[CH:30]=1, predict the reaction product. The product is: [Br:31][C:29]1[CH:30]=[C:25]([NH:24][CH2:19][C:18]2[CH:17]=[C:16]([OH:15])[CH:23]=[CH:22][CH:21]=2)[CH:26]=[N:27][CH:28]=1.